This data is from Full USPTO retrosynthesis dataset with 1.9M reactions from patents (1976-2016). The task is: Predict the reactants needed to synthesize the given product. (1) Given the product [CH2:1]([NH:3][C:4](=[O:37])[C:5]1[CH:10]=[CH:9][C:8]([NH:11][C:12]2[NH:17][C:16]3=[N:18][CH:19]=[CH:20][C:15]3=[C:14]([NH:31][CH2:32][C:33]([F:35])([F:36])[F:34])[N:13]=2)=[CH:7][CH:6]=1)[CH3:2], predict the reactants needed to synthesize it. The reactants are: [CH2:1]([NH:3][C:4](=[O:37])[C:5]1[CH:10]=[CH:9][C:8]([NH:11][C:12]2[N:13]=[C:14]([NH:31][CH2:32][C:33]([F:36])([F:35])[F:34])[C:15]3[CH:20]=[CH:19][N:18](S(C4C=CC(C)=CC=4)(=O)=O)[C:16]=3[N:17]=2)=[CH:7][CH:6]=1)[CH3:2].C(=O)([O-])[O-].[K+].[K+]. (2) Given the product [CH2:16]([C:18]1([CH2:24][CH:25]=[O:26])[CH2:19][CH2:20][CH2:21][CH2:22][CH2:23]1)[CH3:17], predict the reactants needed to synthesize it. The reactants are: C(O)(=O)C.C(O)(=O)C.IC1C=CC=CC=1.[CH2:16]([C:18]1([CH2:24][CH2:25][OH:26])[CH2:23][CH2:22][CH2:21][CH2:20][CH2:19]1)[CH3:17].CC1(C)N([O])C(C)(C)CCC1.C(OCC)C. (3) Given the product [Br:1][C:2]1[CH:3]=[CH:4][C:5]([Cl:21])=[C:6]([CH2:8][C:10]2[S:11][C:12]([C:15]3[CH:20]=[CH:19][CH:18]=[CH:17][N:16]=3)=[CH:13][CH:14]=2)[CH:7]=1, predict the reactants needed to synthesize it. The reactants are: [Br:1][C:2]1[CH:3]=[CH:4][C:5]([Cl:21])=[C:6]([CH:8]([C:10]2[S:11][C:12]([C:15]3[CH:20]=[CH:19][CH:18]=[CH:17][N:16]=3)=[CH:13][CH:14]=2)O)[CH:7]=1.[BH4-].[Na+].